From a dataset of Forward reaction prediction with 1.9M reactions from USPTO patents (1976-2016). Predict the product of the given reaction. (1) Given the reactants [F:1][C:2]([F:12])([F:11])[C:3]([NH:5][C@H:6]([C:8]([OH:10])=O)[CH3:7])=[O:4].C(Cl)(=O)C(Cl)=O.[Al+3].[Cl-].[Cl-].[Cl-].Cl.[C:24]1([S:30][CH3:31])[CH:29]=[CH:28][CH:27]=CC=1, predict the reaction product. The product is: [F:11][C:2]([F:1])([F:12])[C:3]([NH:5][CH:6]([CH3:7])[C:8]([C:24]1[S:30][CH:31]=[C:28]([CH3:27])[CH:29]=1)=[O:10])=[O:4]. (2) The product is: [Br:1][C:2]1[C:3]([F:22])=[CH:4][C:5]2[CH:19]3[CH2:20][CH:17]([CH2:18]3)[C:8]3[NH:9][C:10]([C:12]([NH2:23])=[O:14])=[N:11][C:7]=3[C:6]=2[CH:21]=1. Given the reactants [Br:1][C:2]1[C:3]([F:22])=[CH:4][C:5]2[CH:19]3[CH2:20][CH:17]([CH2:18]3)[C:8]3[NH:9][C:10]([C:12]([O:14]CC)=O)=[N:11][C:7]=3[C:6]=2[CH:21]=1.[NH3:23], predict the reaction product. (3) Given the reactants [NH2:1][C@@H:2]1[CH2:7][CH2:6][CH2:5][CH2:4][C@H:3]1[CH2:8][NH:9][C:10]1[C:15]([F:16])=[CH:14][N:13]=[C:12]([C:17]2[C:25]3[C:20](=[N:21][CH:22]=[C:23]([Cl:26])[CH:24]=3)[N:19](S(C3C=CC(C)=CC=3)(=O)=O)[CH:18]=2)[N:11]=1.CCN(C(C)C)C(C)C.[CH3:46][O:47][CH2:48][C:49](Cl)=[O:50], predict the reaction product. The product is: [Cl:26][C:23]1[CH:24]=[C:25]2[C:17]([C:12]3[N:11]=[C:10]([NH:9][CH2:8][C@@H:3]4[CH2:4][CH2:5][CH2:6][CH2:7][C@H:2]4[NH:1][C:49](=[O:50])[CH2:48][O:47][CH3:46])[C:15]([F:16])=[CH:14][N:13]=3)=[CH:18][NH:19][C:20]2=[N:21][CH:22]=1.